Dataset: Full USPTO retrosynthesis dataset with 1.9M reactions from patents (1976-2016). Task: Predict the reactants needed to synthesize the given product. (1) Given the product [CH3:1][C@H:2]1[C@@H:3]2[CH2:4][CH2:5][C@:6]3([CH3:37])[C@@:17]4([CH3:35])[CH2:18][C@H:19]([O:31][C:32]([CH3:34])=[O:33])/[C:20](=[C:21](/[CH2:22][CH2:23][CH:24]=[C:25]([CH3:26])[CH3:27])\[C:28]([OH:30])=[O:29])/[C@@H:16]4[CH2:15][C@@H:14]([OH:36])[C@H:7]3[C@@:8]2([CH3:13])[CH2:9][CH2:10][C@H:11]1[OH:12].[CH3:1][C@H:2]1[C@@H:3]2[CH2:4][CH2:5][C@:6]3([CH3:37])[C@@:17]4([CH3:35])[CH2:18][C@H:19]([O:31][C:32]([CH3:34])=[O:33])/[C:20](=[C:21](/[CH2:22][CH2:23][CH:24]=[C:25]([CH3:26])[CH3:27])\[C:28]([OH:30])=[O:29])/[C@@H:16]4[CH2:15][C@@H:14]([OH:36])[C@H:7]3[C@@:8]2([CH3:13])[CH2:9][CH2:10][C@H:11]1[OH:12].[OH2:40], predict the reactants needed to synthesize it. The reactants are: [CH3:1][C@@H:2]1[C@H:11]([OH:12])[CH2:10][CH2:9][C@@:8]2([CH3:13])[C@H:3]1[CH2:4][CH2:5][C@:6]1([CH3:37])[C@@:17]3([CH3:35])[CH2:18][C@H:19]([O:31][C:32]([CH3:34])=[O:33])/[C:20](=[C:21](\[C:28]([OH:30])=[O:29])/[CH2:22][CH2:23][CH:24]=[C:25]([CH3:27])[CH3:26])/[C@@H:16]3[CH2:15][C@@H:14]([OH:36])[C@H:7]12.C([OH:40])C.O. (2) Given the product [CH3:1][C@H:2]1[C:7](=[O:8])[CH2:6][C@H:5]([C:9]([CH3:11])=[CH2:10])[CH2:4][CH2:3]1.[CH3:1][C:2]1[C:7](=[O:8])[CH2:6][CH:5]([C:9]([CH3:11])=[CH2:10])[CH2:4][CH:3]=1, predict the reactants needed to synthesize it. The reactants are: [CH3:1][C:2]1[C:7](=[O:8])[CH2:6][C@@H:5]([C:9]([CH3:11])=[CH2:10])[CH2:4][CH:3]=1. (3) Given the product [OH:7][CH:1]1[C:6]([C:8]2[N:13]=[CH:12][C:11]([C:14]3[CH:15]=[C:16]([C:29]4[CH:34]=[CH:33][CH:32]=[CH:31][N:30]=4)[C:17]4[S:21][C:20]([NH:22][C:23]([NH:25][CH2:26][CH3:27])=[O:24])=[N:19][C:18]=4[CH:28]=3)=[CH:10][N:9]=2)([OH:36])[CH2:5][CH2:4][O:3][CH2:2]1, predict the reactants needed to synthesize it. The reactants are: [CH:1]12[O:7][C:6]1([C:8]1[N:13]=[CH:12][C:11]([C:14]3[CH:15]=[C:16]([C:29]4[CH:34]=[CH:33][CH:32]=[CH:31][N:30]=4)[C:17]4[S:21][C:20]([NH:22][C:23]([NH:25][CH2:26][CH3:27])=[O:24])=[N:19][C:18]=4[CH:28]=3)=[CH:10][N:9]=1)[CH2:5][CH2:4][O:3][CH2:2]2.S(=O)(=O)(O)[OH:36].C1(C)C=CC(S(O)(=O)=O)=CC=1. (4) Given the product [CH2:20]([O:19][CH2:18][C:14]1([CH2:21][CH3:22])[CH2:15][CH2:16][CH2:17][N:12]([CH2:11][CH:2]2[O:1][C:6]3[CH:7]=[CH:8][CH:9]=[CH:10][C:5]=3[O:4][CH2:3]2)[CH2:13]1)[CH:23]=[CH2:24], predict the reactants needed to synthesize it. The reactants are: [O:1]1[C:6]2[CH:7]=[CH:8][CH:9]=[CH:10][C:5]=2[O:4][CH2:3][CH:2]1[CH2:11][N:12]1[CH2:17][CH2:16][CH2:15][C:14]([CH2:21][CH3:22])([CH2:18][O:19][CH3:20])[CH2:13]1.[CH2:23](Br)[CH:24]=C. (5) Given the product [C:1]([O:5][C@@H:6]([C:12]1[C:13]([CH3:43])=[N:14][C:15]2[N:16]([N:26]=[C:27]([C:29]3[O:41][C:32]([CH2:33][C:34]4[CH:35]=[CH:36][C:37]([F:40])=[CH:38][CH:39]=4)=[CH:31][N:30]=3)[CH:28]=2)[C:17]=1[C:18]1[CH2:23][CH2:22][C:21]([CH3:25])([CH3:24])[CH2:20][CH:19]=1)[C:7]([O:9][CH2:10][CH3:11])=[O:8])([CH3:4])([CH3:2])[CH3:3], predict the reactants needed to synthesize it. The reactants are: [C:1]([O:5][C@@H:6]([C:12]1[C:13]([CH3:43])=[N:14][C:15]2[N:16]([N:26]=[C:27]([C:29](=O)[NH:30][CH2:31][C:32](=[O:41])[CH2:33][C:34]3[CH:39]=[CH:38][C:37]([F:40])=[CH:36][CH:35]=3)[CH:28]=2)[C:17]=1[C:18]1[CH2:23][CH2:22][C:21]([CH3:25])([CH3:24])[CH2:20][CH:19]=1)[C:7]([O:9][CH2:10][CH3:11])=[O:8])([CH3:4])([CH3:3])[CH3:2].C1C=CC(P(C2C=CC=CC=2)C2C=CC=CC=2)=CC=1.C(Cl)(Cl)(Cl)Cl.